From a dataset of Full USPTO retrosynthesis dataset with 1.9M reactions from patents (1976-2016). Predict the reactants needed to synthesize the given product. (1) Given the product [CH3:1][C:2]1([CH3:9])[NH:6][C:5](=[O:7])[N:4]([S:22]([C:13]2[CH:14]=[CH:15][C:16]3[C:21](=[CH:20][CH:19]=[CH:18][CH:17]=3)[CH:12]=2)(=[O:24])=[O:23])[C:3]1=[O:8], predict the reactants needed to synthesize it. The reactants are: [CH3:1][C:2]1([CH3:9])[NH:6][C:5](=[O:7])[NH:4][C:3]1=[O:8].[H-].[Na+].[CH:12]1[C:21]2[C:16](=[CH:17][CH:18]=[CH:19][CH:20]=2)[CH:15]=[CH:14][C:13]=1[S:22](Cl)(=[O:24])=[O:23]. (2) Given the product [CH3:17][C:12]1([CH3:18])[C:13]([CH3:16])([CH3:15])[O:14][B:10]([C:2]2[CH:7]=[CH:6][N:5]=[C:4]([C:8]#[N:9])[CH:3]=2)[O:11]1, predict the reactants needed to synthesize it. The reactants are: Br[C:2]1[CH:7]=[CH:6][N:5]=[C:4]([C:8]#[N:9])[CH:3]=1.[B:10]1([B:10]2[O:14][C:13]([CH3:16])([CH3:15])[C:12]([CH3:18])([CH3:17])[O:11]2)[O:14][C:13]([CH3:16])([CH3:15])[C:12]([CH3:18])([CH3:17])[O:11]1.C([O-])(=O)C.[K+]. (3) Given the product [Cl:1][C:2]1[CH:3]=[C:4]([CH:5]=[CH:6][C:7]=1[CH3:8])[O:9][C@@H:11]([CH3:16])[C:12]([O:14][CH3:15])=[O:13], predict the reactants needed to synthesize it. The reactants are: [Cl:1][C:2]1[CH:3]=[C:4]([OH:9])[CH:5]=[CH:6][C:7]=1[CH3:8].O[C@H:11]([CH3:16])[C:12]([O:14][CH3:15])=[O:13].